This data is from Full USPTO retrosynthesis dataset with 1.9M reactions from patents (1976-2016). The task is: Predict the reactants needed to synthesize the given product. (1) Given the product [CH3:16][O:17][C:4]1[CH:11]=[C:10]([C:12]([F:15])([F:14])[F:13])[CH:9]=[CH:8][C:5]=1[C:6]#[N:7], predict the reactants needed to synthesize it. The reactants are: [N+]([C:4]1[CH:11]=[C:10]([C:12]([F:15])([F:14])[F:13])[CH:9]=[CH:8][C:5]=1[C:6]#[N:7])([O-])=O.[CH3:16][O-:17].[Na+].O. (2) The reactants are: [CH:1]([C:3]1[CH:4]=[C:5]([CH:15]=[CH:16][CH:17]=1)[O:6][CH:7]([CH2:13][CH3:14])[C:8]([O:10][CH2:11][CH3:12])=[O:9])=O.[F:18][C:19]1[CH:29]=[CH:28][C:22]([O:23][CH2:24][CH2:25][CH2:26][NH2:27])=[CH:21][CH:20]=1.C(O[BH-](OC(=O)C)OC(=O)C)(=O)C.[Na+].C(=O)([O-])O.[Na+]. Given the product [F:18][C:19]1[CH:29]=[CH:28][C:22]([O:23][CH2:24][CH2:25][CH2:26][NH:27][CH2:1][C:3]2[CH:4]=[C:5]([CH:15]=[CH:16][CH:17]=2)[O:6][CH:7]([CH2:13][CH3:14])[C:8]([O:10][CH2:11][CH3:12])=[O:9])=[CH:21][CH:20]=1, predict the reactants needed to synthesize it. (3) Given the product [ClH:68].[CH3:37][N:36]([CH3:38])[C:34]1[C:33]2[C:28](=[CH:29][CH:30]=[CH:31][CH:32]=2)[N:27]=[C:26]([NH:25][C@@H:22]2[CH2:23][CH2:24][C@H:19]([CH2:18][NH:17][C:10](=[O:12])[C:9]3[CH:13]=[CH:14][CH:15]=[N:16][C:8]=3[O:1][C:2]3[CH:3]=[CH:4][CH:5]=[CH:6][CH:7]=3)[CH2:20][CH2:21]2)[CH:35]=1, predict the reactants needed to synthesize it. The reactants are: [O:1]([C:8]1[N:16]=[CH:15][CH:14]=[CH:13][C:9]=1[C:10]([OH:12])=O)[C:2]1[CH:7]=[CH:6][CH:5]=[CH:4][CH:3]=1.[NH2:17][CH2:18][C@@H:19]1[CH2:24][CH2:23][C@H:22]([NH:25][C:26]2[CH:35]=[C:34]([N:36]([CH3:38])[CH3:37])[C:33]3[C:28](=[CH:29][CH:30]=[CH:31][CH:32]=3)[N:27]=2)[CH2:21][CH2:20]1.CCN(CC)CC.C1C=CC2N(O)N=NC=2C=1.O.CCN=C=NCCCN(C)C.[ClH:68].Cl. (4) Given the product [OH:44]/[N:45]=[C:9](/[C:4]1[CH:5]=[CH:6][C:7](=[O:8])[N:2]([CH3:1])[CH:3]=1)\[CH2:10][CH:11]([C:19]1[CH:27]=[CH:26][C:22]([C:23]([NH:29][CH2:30][C@@H:31]([OH:33])[CH3:32])=[O:24])=[CH:21][CH:20]=1)[C:12]1[CH:17]=[CH:16][CH:15]=[CH:14][C:13]=1[CH3:18], predict the reactants needed to synthesize it. The reactants are: [CH3:1][N:2]1[C:7](=[O:8])[CH:6]=[CH:5][C:4]([C:9](=O)[CH2:10][CH:11]([C:19]2[CH:27]=[CH:26][C:22]([C:23](O)=[O:24])=[CH:21][CH:20]=2)[C:12]2[CH:17]=[CH:16][CH:15]=[CH:14][C:13]=2[CH3:18])=[CH:3]1.[NH2:29][CH2:30][C@H:31]([OH:33])[CH3:32].CN([P+]([O:44][N:45]1N=NC2C=CC=CC1=2)(N(C)C)N(C)C)C.F[P-](F)(F)(F)(F)F.Cl.NO.C([O-])(O)=O.[Na+].